This data is from Full USPTO retrosynthesis dataset with 1.9M reactions from patents (1976-2016). The task is: Predict the reactants needed to synthesize the given product. Given the product [CH3:14][O:15][C:16]1[C:21]([O:22][CH3:23])=[CH:20][CH:19]=[CH:18][C:17]=1[CH2:24][CH2:25][C:26]1[O:11][C:10]([C:8]2[CH:7]=[CH:6][C:5]3[NH:1][CH:2]=[N:3][C:4]=3[CH:9]=2)=[N:12][N:13]=1, predict the reactants needed to synthesize it. The reactants are: [N:1]1[C:5]2[CH:6]=[CH:7][C:8]([C:10]([NH:12][NH2:13])=[O:11])=[CH:9][C:4]=2[NH:3][CH:2]=1.[CH3:14][O:15][C:16]1[C:21]([O:22][CH3:23])=[CH:20][CH:19]=[CH:18][C:17]=1[CH2:24][CH2:25][C:26](Cl)=O.O=P(Cl)(Cl)Cl.